From a dataset of Forward reaction prediction with 1.9M reactions from USPTO patents (1976-2016). Predict the product of the given reaction. (1) Given the reactants C([Li])CCC.Br[C:7]1[CH:12]=[CH:11][CH:10]=[C:9]([Br:13])[N:8]=1.[C:14]([C:17]1[CH:22]=[CH:21][CH:20]=[CH:19][CH:18]=1)(=[O:16])[CH3:15], predict the reaction product. The product is: [Br:13][C:9]1[N:8]=[C:7]([C:14]([C:17]2[CH:22]=[CH:21][CH:20]=[CH:19][CH:18]=2)([OH:16])[CH3:15])[CH:12]=[CH:11][CH:10]=1. (2) The product is: [Cl:1][C:2]1[C:10]([Cl:11])=[CH:9][CH:8]=[CH:7][C:3]=1[C:4]([NH:29][C@@H:27]([CH3:28])[CH2:26][S:25][CH3:24])=[O:6]. Given the reactants [Cl:1][C:2]1[C:10]([Cl:11])=[CH:9][CH:8]=[CH:7][C:3]=1[C:4]([OH:6])=O.Cl.C(N=C=NCCCN(C)C)C.[CH3:24][S:25][CH2:26][C@@H:27]([NH2:29])[CH3:28], predict the reaction product.